From a dataset of Catalyst prediction with 721,799 reactions and 888 catalyst types from USPTO. Predict which catalyst facilitates the given reaction. (1) Reactant: [Cl:1][C:2]1[CH:3]=[CH:4][C:5]([NH:8][C:9](=[O:31])[C:10]2[CH:15]=[CH:14][C:13]([C:16]([O:18]C)=[O:17])=[CH:12][C:11]=2[NH:20][CH2:21][CH:22]2[CH2:27][CH2:26][N:25]([CH:28]([CH3:30])[CH3:29])[CH2:24][CH2:23]2)=[N:6][CH:7]=1.O1CCCC1.[OH-].[Li+].Cl. Product: [ClH:1].[C:16]([C:13]1[CH:14]=[CH:15][C:10]([C:9]([NH:8][C:5]2[CH:4]=[CH:3][C:2]([Cl:1])=[CH:7][N:6]=2)=[O:31])=[C:11]([NH:20][CH2:21][CH:22]2[CH2:27][CH2:26][N:25]([CH:28]([CH3:30])[CH3:29])[CH2:24][CH2:23]2)[CH:12]=1)([OH:18])=[O:17]. The catalyst class is: 6. (2) Reactant: [CH3:1][O:2][C:3]1[CH:8]=[CH:7][C:6]([N+:9]([O-:11])=[O:10])=[CH:5][C:4]=1[N:12]1[CH2:17][CH2:16][NH:15][CH2:14][CH2:13]1.[CH:18]([S:20]([CH3:23])(=[O:22])=[O:21])=[CH2:19]. Product: [CH3:1][O:2][C:3]1[CH:8]=[CH:7][C:6]([N+:9]([O-:11])=[O:10])=[CH:5][C:4]=1[N:12]1[CH2:17][CH2:16][N:15]([CH2:19][CH2:18][S:20]([CH3:23])(=[O:22])=[O:21])[CH2:14][CH2:13]1. The catalyst class is: 41. (3) The catalyst class is: 5. Product: [N:10]([CH2:2][CH2:3][CH2:4][C:5]([O:7][CH2:8][CH3:9])=[O:6])=[N+:11]=[N-:12]. Reactant: Br[CH2:2][CH2:3][CH2:4][C:5]([O:7][CH2:8][CH3:9])=[O:6].[N-:10]=[N+:11]=[N-:12].[Na+].O.